Dataset: Peptide-MHC class I binding affinity with 185,985 pairs from IEDB/IMGT. Task: Regression. Given a peptide amino acid sequence and an MHC pseudo amino acid sequence, predict their binding affinity value. This is MHC class I binding data. (1) The peptide sequence is LSYQHFRRLL. The MHC is Patr-B0101 with pseudo-sequence Patr-B0101. The binding affinity (normalized) is 0.841. (2) The peptide sequence is FMLCLLLLS. The binding affinity (normalized) is 0.362. The MHC is HLA-A02:02 with pseudo-sequence HLA-A02:02. (3) The peptide sequence is AVFIHNFKRK. The MHC is HLA-B08:01 with pseudo-sequence HLA-B08:01. The binding affinity (normalized) is 0. (4) The peptide sequence is MEIYIWDHD. The MHC is HLA-A69:01 with pseudo-sequence HLA-A69:01. The binding affinity (normalized) is 0.0847. (5) The peptide sequence is YRTLGVFRY. The MHC is HLA-A25:01 with pseudo-sequence HLA-A25:01. The binding affinity (normalized) is 0.0847. (6) The peptide sequence is IASVPTSRY. The MHC is SLA-10401 with pseudo-sequence SLA-10401. The binding affinity (normalized) is 0.387.